This data is from Forward reaction prediction with 1.9M reactions from USPTO patents (1976-2016). The task is: Predict the product of the given reaction. Given the reactants [CH:1]1([NH:6][C:7]2[C:12](C)=[CH:11][CH:10]=[C:9]([NH2:14])[CH:8]=2)[CH2:5][CH2:4][CH2:3][CH2:2]1.N[C:16]1C=C(NC(=O)OC(C)(C)C)C=CC=1C.C1(=O)CCCC1.C([BH3-])#N.[Na+], predict the reaction product. The product is: [CH:1]1([NH:6][C:7]2[CH:8]=[C:9]([NH2:14])[C:10]([CH3:16])=[CH:11][CH:12]=2)[CH2:2][CH2:3][CH2:4][CH2:5]1.